From a dataset of NCI-60 drug combinations with 297,098 pairs across 59 cell lines. Regression. Given two drug SMILES strings and cell line genomic features, predict the synergy score measuring deviation from expected non-interaction effect. (1) Drug 1: CCCCCOC(=O)NC1=NC(=O)N(C=C1F)C2C(C(C(O2)C)O)O. Drug 2: C(CCl)NC(=O)N(CCCl)N=O. Cell line: K-562. Synergy scores: CSS=10.6, Synergy_ZIP=-2.76, Synergy_Bliss=-3.49, Synergy_Loewe=-6.91, Synergy_HSA=-3.50. (2) Synergy scores: CSS=45.2, Synergy_ZIP=-1.48, Synergy_Bliss=1.64, Synergy_Loewe=-5.97, Synergy_HSA=-0.512. Cell line: CAKI-1. Drug 1: CC1C(C(=O)NC(C(=O)N2CCCC2C(=O)N(CC(=O)N(C(C(=O)O1)C(C)C)C)C)C(C)C)NC(=O)C3=C4C(=C(C=C3)C)OC5=C(C(=O)C(=C(C5=N4)C(=O)NC6C(OC(=O)C(N(C(=O)CN(C(=O)C7CCCN7C(=O)C(NC6=O)C(C)C)C)C)C(C)C)C)N)C. Drug 2: C#CCC(CC1=CN=C2C(=N1)C(=NC(=N2)N)N)C3=CC=C(C=C3)C(=O)NC(CCC(=O)O)C(=O)O. (3) Drug 1: CCC1(CC2CC(C3=C(CCN(C2)C1)C4=CC=CC=C4N3)(C5=C(C=C6C(=C5)C78CCN9C7C(C=CC9)(C(C(C8N6C=O)(C(=O)OC)O)OC(=O)C)CC)OC)C(=O)OC)O.OS(=O)(=O)O. Drug 2: C1=NNC2=C1C(=O)NC=N2. Cell line: HL-60(TB). Synergy scores: CSS=11.6, Synergy_ZIP=0.708, Synergy_Bliss=-0.252, Synergy_Loewe=-1.69, Synergy_HSA=-0.0369.